From a dataset of Full USPTO retrosynthesis dataset with 1.9M reactions from patents (1976-2016). Predict the reactants needed to synthesize the given product. (1) Given the product [O:19]1[CH2:2][CH:1]1[C:3]1[CH:4]=[C:5]2[C:10](=[CH:11][CH:12]=1)[C:9](=[O:13])[O:8][CH2:7][CH2:6]2, predict the reactants needed to synthesize it. The reactants are: [CH:1]([C:3]1[CH:4]=[C:5]2[C:10](=[CH:11][CH:12]=1)[C:9](=[O:13])[O:8][CH2:7][CH2:6]2)=[CH2:2].ClC1C=C(C=CC=1)C(OO)=[O:19]. (2) Given the product [CH2:36]([C:26]1[C:27]2[C:28](=[O:35])[CH2:29][C:30]([CH3:34])([CH3:33])[CH2:31][C:32]=2[N:24]([C:22]2[CH:21]=[CH:20][C:16]([C:17]([NH2:19])=[O:18])=[C:15]([NH:14][C@H:10]3[CH2:11][CH2:12][CH2:13][C@@H:9]3[OH:8])[CH:23]=2)[N:25]=1)[CH3:37], predict the reactants needed to synthesize it. The reactants are: C([O:8][C@H:9]1[CH2:13][CH2:12][CH2:11][C@@H:10]1[NH:14][C:15]1[CH:23]=[C:22]([N:24]2[C:32]3[CH2:31][C:30]([CH3:34])([CH3:33])[CH2:29][C:28](=[O:35])[C:27]=3[C:26]([CH2:36][CH3:37])=[N:25]2)[CH:21]=[CH:20][C:16]=1[C:17]([NH2:19])=[O:18])C1C=CC=CC=1. (3) The reactants are: [CH3:1][C:2]1[C:7]([C:8](=[O:10])[CH3:9])=[CH:6][CH:5]=[CH:4][N:3]=1.[Br:11]Br. Given the product [BrH:11].[Br:11][CH2:9][C:8]([C:7]1[C:2]([CH3:1])=[N:3][CH:4]=[CH:5][CH:6]=1)=[O:10], predict the reactants needed to synthesize it. (4) Given the product [CH:34]([O:33][C:31](=[O:32])[NH:23][C:9]1[CH:10]=[CH:11][C:12]([O:13][CH2:14][CH2:15][N:16]2[CH2:22][CH2:21][CH2:20][O:19][CH2:18][CH2:17]2)=[C:7]([C:6]2[N:2]([CH3:1])[N:3]=[CH:4][CH:5]=2)[CH:8]=1)([CH3:36])[CH3:35], predict the reactants needed to synthesize it. The reactants are: [CH3:1][N:2]1[C:6]([C:7]2[CH:8]=[C:9]([NH2:23])[CH:10]=[CH:11][C:12]=2[O:13][CH2:14][CH2:15][N:16]2[CH2:22][CH2:21][CH2:20][O:19][CH2:18][CH2:17]2)=[CH:5][CH:4]=[N:3]1.CC(N(C)C)=O.Cl[C:31]([O:33][CH:34]([CH3:36])[CH3:35])=[O:32]. (5) Given the product [CH3:11][C@@H:12]1[CH2:16][CH2:15][CH2:14][N:13]1[CH2:18][CH2:19][C:20]1[CH:21]=[CH:22][C:23]([N+:26]([O-:28])=[O:27])=[CH:24][CH:25]=1, predict the reactants needed to synthesize it. The reactants are: C([C@@H]([C@H](C(O)=O)O)O)(O)=O.[CH3:11][C@@H:12]1[CH2:16][CH2:15][CH2:14][NH:13]1.Br[CH2:18][CH2:19][C:20]1[CH:25]=[CH:24][C:23]([N+:26]([O-:28])=[O:27])=[CH:22][CH:21]=1.C(=O)([O-])[O-].[K+].[K+]. (6) Given the product [CH3:11][C:8]1([CH3:12])[O:7][C@@H:6]([CH2:5][CH2:4][NH2:1])[CH2:10][O:9]1, predict the reactants needed to synthesize it. The reactants are: [N:1]([CH2:4][CH2:5][C@H:6]1[CH2:10][O:9][C:8]([CH3:12])([CH3:11])[O:7]1)=[N+]=[N-]. (7) Given the product [OH:27][CH2:26][C@H:24]([NH:23][C:3]([C:5]1[S:9][C:8]([CH2:10][CH2:11][C:12]2[C:13]([CH2:18][CH2:19][CH2:20][CH3:21])=[N:14][O:15][C:16]=2[CH3:17])=[N:7][C:6]=1[CH3:22])=[O:4])[CH3:25], predict the reactants needed to synthesize it. The reactants are: CO[C:3]([C:5]1[S:9][C:8]([CH2:10][CH2:11][C:12]2[C:13]([CH2:18][CH2:19][CH2:20][CH3:21])=[N:14][O:15][C:16]=2[CH3:17])=[N:7][C:6]=1[CH3:22])=[O:4].[NH2:23][C@@H:24]([CH2:26][OH:27])[CH3:25]. (8) Given the product [CH2:3]([O:7][CH2:9][C:10]([N:12]1[CH2:31][CH2:30][C:15]2[N:16]=[C:17]([NH:20][CH:21]3[CH2:22][C:23]4[C:28](=[CH:27][CH:26]=[CH:25][CH:24]=4)[CH2:29]3)[N:18]=[CH:19][C:14]=2[CH2:13]1)=[O:11])[CH2:4][C:5]#[CH:6], predict the reactants needed to synthesize it. The reactants are: [H-].[Na+].[CH2:3]([OH:7])[CH2:4][C:5]#[CH:6].Cl[CH2:9][C:10]([N:12]1[CH2:31][CH2:30][C:15]2[N:16]=[C:17]([NH:20][CH:21]3[CH2:29][C:28]4[C:23](=[CH:24][CH:25]=[CH:26][CH:27]=4)[CH2:22]3)[N:18]=[CH:19][C:14]=2[CH2:13]1)=[O:11].C(=O)(O)[O-].[Na+].